This data is from hERG potassium channel inhibition data for cardiac toxicity prediction from Karim et al.. The task is: Regression/Classification. Given a drug SMILES string, predict its toxicity properties. Task type varies by dataset: regression for continuous values (e.g., LD50, hERG inhibition percentage) or binary classification for toxic/non-toxic outcomes (e.g., AMES mutagenicity, cardiotoxicity, hepatotoxicity). Dataset: herg_karim. The compound is COc1ccc2nccc(NC(=O)C3(O)CCC(NCc4ccc5c(c4)OCCO5)CC3)c2n1. The result is 0 (non-blocker).